From a dataset of Reaction yield outcomes from USPTO patents with 853,638 reactions. Predict the reaction yield, written as a fraction of the theoretical maximum amount of product (1.0 means a 100% yield; for example, 0.34 means a 34% yield). (1) The reactants are [NH2:1][C:2]1[C:11]2[C:6](=[C:7](I)[C:8]([F:12])=[CH:9][CH:10]=2)[N:5]=[N:4][C:3]=1[C:14]([NH:16][CH2:17][CH2:18][CH3:19])=[O:15].[F:20][C:21]1[CH:26]=[C:25]([O:27][CH3:28])[CH:24]=[CH:23][C:22]=1B(O)O. No catalyst specified. The product is [NH2:1][C:2]1[C:11]2[C:6](=[C:7]([C:22]3[CH:23]=[CH:24][C:25]([O:27][CH3:28])=[CH:26][C:21]=3[F:20])[C:8]([F:12])=[CH:9][CH:10]=2)[N:5]=[N:4][C:3]=1[C:14]([NH:16][CH2:17][CH2:18][CH3:19])=[O:15]. The yield is 0.670. (2) The catalyst is [OH-].[Na+]. The reactants are [CH3:1][C:2]([C:9]([OH:11])=[O:10])([CH2:4][CH2:5][C:6]([OH:8])=[O:7])[NH2:3].Cl[C:13]([O:15][CH2:16][C:17]1[CH:22]=[CH:21][CH:20]=[CH:19][CH:18]=1)=[O:14]. The yield is 0.830. The product is [CH2:16]([O:15][C:13]([NH:3][C@:2]([CH3:1])([C:9]([OH:11])=[O:10])[CH2:4][CH2:5][C:6]([OH:8])=[O:7])=[O:14])[C:17]1[CH:22]=[CH:21][CH:20]=[CH:19][CH:18]=1.